Dataset: Forward reaction prediction with 1.9M reactions from USPTO patents (1976-2016). Task: Predict the product of the given reaction. (1) Given the reactants [C:1]([C:4]1[CH:9]=[CH:8][CH:7]=[CH:6][CH:5]=1)(=[O:3])[CH3:2].[NH:10]([CH3:12])[CH3:11].Cl.[CH3:14]CO, predict the reaction product. The product is: [CH3:11][N:10]([CH3:14])[CH2:12][CH2:2][C:1]([C:4]1[CH:9]=[CH:8][CH:7]=[CH:6][CH:5]=1)=[O:3]. (2) Given the reactants [Cl:1][C:2]1[CH:7]=[CH:6][CH:5]=[CH:4][C:3]=1[C:8]1[CH:19]=[C:18]2[C:14]([CH:15]=[C:16]([CH:21]=[O:22])[N:17]2[CH3:20])=[C:13]2[C:9]=1[C:10](=[O:24])[NH:11][C:12]2=[O:23].[Br:25]N1C(=O)CCC1=O, predict the reaction product. The product is: [Br:25][C:15]1[C:14]2[C:18](=[CH:19][C:8]([C:3]3[CH:4]=[CH:5][CH:6]=[CH:7][C:2]=3[Cl:1])=[C:9]3[C:13]=2[C:12](=[O:23])[NH:11][C:10]3=[O:24])[N:17]([CH3:20])[C:16]=1[CH:21]=[O:22]. (3) The product is: [C:1]([C:3]1[C:7]([N+:23]([O-:25])=[O:24])=[C:6]([C:8]2[CH:13]=[CH:12][CH:11]=[CH:10][CH:9]=2)[S:5][C:4]=1[NH:14][C:15]([CH:17]1[CH2:22][CH2:21][CH2:20][CH2:19][CH2:18]1)=[O:16])#[N:2]. Given the reactants [C:1]([C:3]1[CH:7]=[C:6]([C:8]2[CH:13]=[CH:12][CH:11]=[CH:10][CH:9]=2)[S:5][C:4]=1[NH:14][C:15]([CH:17]1[CH2:22][CH2:21][CH2:20][CH2:19][CH2:18]1)=[O:16])#[N:2].[N+:23]([O-])([OH:25])=[O:24], predict the reaction product. (4) Given the reactants [CH:1]([OH:4])([CH3:3])[CH3:2].Cl[C:6]([O:8][CH:9]([Cl:11])[CH3:10])=[O:7].N1C=CC=CC=1, predict the reaction product. The product is: [C:6](=[O:7])([O:4][CH:1]([CH3:3])[CH3:2])[O:8][CH:9]([Cl:11])[CH3:10].